Task: Regression. Given a peptide amino acid sequence and an MHC pseudo amino acid sequence, predict their binding affinity value. This is MHC class II binding data.. Dataset: Peptide-MHC class II binding affinity with 134,281 pairs from IEDB (1) The peptide sequence is ALSDPYLSFAAALNG. The MHC is DRB3_0202 with pseudo-sequence DRB3_0202. The binding affinity (normalized) is 0.312. (2) The peptide sequence is KHRIEDAVRNAKAAVEEGIV. The MHC is DRB1_0301 with pseudo-sequence DRB1_0301. The binding affinity (normalized) is 0. (3) The MHC is DRB1_0405 with pseudo-sequence DRB1_0405. The peptide sequence is IIFSQNMNIKLKMPL. The binding affinity (normalized) is 0.162. (4) The peptide sequence is VVVHITDDNEEPIAP. The MHC is HLA-DQA10102-DQB10502 with pseudo-sequence HLA-DQA10102-DQB10502. The binding affinity (normalized) is 0.474. (5) The peptide sequence is IKEKGKDKWIELKES. The MHC is HLA-DQA10104-DQB10503 with pseudo-sequence HLA-DQA10104-DQB10503. The binding affinity (normalized) is 0. (6) The peptide sequence is INEPTAAAIAYSLDR. The MHC is HLA-DQA10102-DQB10602 with pseudo-sequence HLA-DQA10102-DQB10602. The binding affinity (normalized) is 0.480.